From a dataset of Full USPTO retrosynthesis dataset with 1.9M reactions from patents (1976-2016). Predict the reactants needed to synthesize the given product. (1) Given the product [NH2:8][CH2:7][CH2:6][CH2:5][CH2:9][CH:10]([N:14]([CH2:19][C:20]([OH:22])=[O:21])[CH2:15][C:16]([OH:18])=[O:17])[C:11]([OH:13])=[O:12], predict the reactants needed to synthesize it. The reactants are: C(Cl)CCl.[CH2:5]([CH2:9][C@H:10]([N:14]([CH2:19][C:20]([OH:22])=[O:21])[CH2:15][C:16]([OH:18])=[O:17])[C:11]([OH:13])=[O:12])[CH2:6][CH2:7][NH2:8]. (2) Given the product [CH2:9]([NH:8][C:6](=[O:7])[CH:5]([OH:4])[CH2:21][CH2:22][S:23]([CH3:25])=[O:24])[CH2:10][CH2:11][CH2:12][CH2:13][CH2:14][CH2:15][CH2:16][CH2:17][CH2:18][CH2:19][CH3:20], predict the reactants needed to synthesize it. The reactants are: C([O:4][CH:5]([CH2:21][CH2:22][S:23]([CH3:25])=[O:24])[C:6]([NH:8][CH2:9][CH2:10][CH2:11][CH2:12][CH2:13][CH2:14][CH2:15][CH2:16][CH2:17][CH2:18][CH2:19][CH3:20])=[O:7])(=O)C.[OH-].[Na+]. (3) Given the product [CH3:1][C:2]1[C:7]([C:8]([F:9])([F:10])[F:11])=[CH:6][CH:5]=[CH:4][C:3]=1[CH2:12][C:13]1[C:16]([NH2:17])=[N:19][NH:20][C:14]=1[NH2:15], predict the reactants needed to synthesize it. The reactants are: [CH3:1][C:2]1[C:7]([C:8]([F:11])([F:10])[F:9])=[CH:6][CH:5]=[CH:4][C:3]=1[CH2:12][CH:13]([C:16]#[N:17])[C:14]#[N:15].O.[NH2:19][NH2:20]. (4) Given the product [NH:18]1[C:19]2[C:24](=[CH:23][CH:22]=[CH:21][CH:20]=2)[C:16]([CH2:15][CH2:14][N:13]2[C:27](=[O:28])[C:26]([OH:25])=[C:32]([C:33](=[O:40])[C:34]3[CH:35]=[CH:36][N:37]=[CH:38][CH:39]=3)[CH:1]2[C:3]2[CH:12]=[CH:11][C:6]([C:7]([O:9][CH3:10])=[O:8])=[CH:5][CH:4]=2)=[CH:17]1, predict the reactants needed to synthesize it. The reactants are: [CH:1]([C:3]1[CH:12]=[CH:11][C:6]([C:7]([O:9][CH3:10])=[O:8])=[CH:5][CH:4]=1)=O.[NH2:13][CH2:14][CH2:15][C:16]1[C:24]2[C:19](=[CH:20][CH:21]=[CH:22][CH:23]=2)[NH:18][CH:17]=1.[OH:25]/[C:26](=[CH:32]\[C:33](=[O:40])[C:34]1[CH:39]=[CH:38][N:37]=[CH:36][CH:35]=1)/[C:27](OCC)=[O:28]. (5) The reactants are: Br[CH:2]([C:9](=O)[C:10]1[CH:15]=[CH:14][CH:13]=[CH:12][CH:11]=1)[CH2:3][CH2:4][C:5]([O:7][CH3:8])=[O:6].[CH2:17]([NH:20][C:21]([NH2:23])=[S:22])[CH2:18][CH3:19]. Given the product [C:10]1([C:9]2[N:23]=[C:21]([NH:20][CH2:17][CH2:18][CH3:19])[S:22][C:2]=2[CH2:3][CH2:4][C:5]([O:7][CH3:8])=[O:6])[CH:15]=[CH:14][CH:13]=[CH:12][CH:11]=1, predict the reactants needed to synthesize it. (6) Given the product [OH:15][C:14]1[C:13]2[C:8](=[CH:9][C:10]([O:16][C:17]3[CH:22]=[CH:21][CH:20]=[CH:19][N:18]=3)=[CH:11][CH:12]=2)[CH:7]=[N:6][C:5]=1[C:3]([NH:23][CH2:24][CH2:25][C:26]([OH:28])=[O:27])=[O:4], predict the reactants needed to synthesize it. The reactants are: CO[C:3]([C:5]1[N:6]=[CH:7][C:8]2[C:13]([C:14]=1[OH:15])=[CH:12][CH:11]=[C:10]([O:16][C:17]1[CH:22]=[CH:21][CH:20]=[CH:19][N:18]=1)[CH:9]=2)=[O:4].[NH2:23][CH2:24][CH2:25][C:26]([OH:28])=[O:27].C[O-].[Na+]. (7) Given the product [CH:31]([N:14]([CH2:13][C@H:11]1[CH2:12][NH:8][CH2:9][C@@H:10]1[O:34][C:36](=[O:37])[NH:35][CH2:38][C:39]1[CH:44]=[CH:43][CH:42]=[CH:41][CH:40]=1)[C:15](=[O:30])[C:16]1[CH:21]=[CH:20][C:19]([O:22][CH3:23])=[C:18]([O:24][CH2:25][CH2:26][CH2:27][O:28][CH3:29])[CH:17]=1)([CH3:33])[CH3:32], predict the reactants needed to synthesize it. The reactants are: C(OC([N:8]1[CH2:12][C@H:11]([CH2:13][N:14]([CH:31]([CH3:33])[CH3:32])[C:15](=[O:30])[C:16]2[CH:21]=[CH:20][C:19]([O:22][CH3:23])=[C:18]([O:24][CH2:25][CH2:26][CH2:27][O:28][CH3:29])[CH:17]=2)[C@@H:10]([OH:34])[CH2:9]1)=O)(C)(C)C.[N:35]([CH2:38][C:39]1[CH:44]=[CH:43][CH:42]=[CH:41][CH:40]=1)=[C:36]=[O:37].CC#N.O.CC#N.